This data is from Forward reaction prediction with 1.9M reactions from USPTO patents (1976-2016). The task is: Predict the product of the given reaction. (1) Given the reactants [CH:1]1([C:7]2C3C(=CC(C(O)=O)=CC=3)N(CC(N3CCOCC3)=O)[C:8]=2C2C=CC(C3C=CC(N(C)C)=CC=3)=CC=2)[CH2:6][CH2:5][CH2:4][CH2:3][CH2:2]1.C[O:44][C:45]([C:47]1[CH:55]=[C:54]2[C:50]([C:51]([CH:79]3[CH2:84][CH2:83][CH2:82][CH2:81][CH2:80]3)=[C:52]([C:65]3[CH:70]=[CH:69][C:68](OS(C(F)(F)F)(=O)=O)=[CH:67][CH:66]=3)[N:53]2[CH2:56][C:57]([N:59]2[CH2:64][CH2:63][O:62][CH2:61][CH2:60]2)=[O:58])=[CH:49][CH:48]=1)=[O:46].C(C1C=CC(B(O)O)=CC=1)=C, predict the reaction product. The product is: [CH:79]1([C:51]2[C:50]3[C:54](=[CH:55][C:47]([C:45]([OH:44])=[O:46])=[CH:48][CH:49]=3)[N:53]([CH2:56][C:57]([N:59]3[CH2:64][CH2:63][O:62][CH2:61][CH2:60]3)=[O:58])[C:52]=2[C:65]2[CH:70]=[CH:69][C:68]([C:4]3[CH:5]=[CH:6][C:1]([CH:7]=[CH2:8])=[CH:2][CH:3]=3)=[CH:67][CH:66]=2)[CH2:80][CH2:81][CH2:82][CH2:83][CH2:84]1. (2) Given the reactants [CH2:1]([N:3]([CH2:19][CH3:20])[CH2:4][CH2:5][N:6]1[CH2:11][CH2:10][C:9]2[NH:12][C:13]([CH:16]=O)=[C:14]([CH3:15])[C:8]=2[C:7]1=[O:18])[CH3:2].[F:21][C:22]1[CH:23]=[C:24]2[C:28](=[C:29]([NH:31][C:32](=[O:34])[CH3:33])[CH:30]=1)[NH:27][C:26](=[O:35])[CH2:25]2.NC1C=C(F)C=C2C=1NC(=O)C2, predict the reaction product. The product is: [CH2:1]([N:3]([CH2:19][CH3:20])[CH2:4][CH2:5][N:6]1[CH2:11][CH2:10][C:9]2[NH:12][C:13]([CH:16]=[C:25]3[C:24]4[C:28](=[C:29]([NH:31][C:32](=[O:34])[CH3:33])[CH:30]=[C:22]([F:21])[CH:23]=4)[NH:27][C:26]3=[O:35])=[C:14]([CH3:15])[C:8]=2[C:7]1=[O:18])[CH3:2].[CH2:1]([N:3]([CH2:19][CH3:20])[CH2:4][CH2:5][N:6]1[CH2:11][CH2:10][C:9]2[NH:12][C:13]([CH:16]=[C:25]3[CH:24]4[C:28](=[C:29]([NH:31][C:32](=[O:34])[CH3:33])[CH:30]=[C:22]([F:21])[CH2:23]4)[NH:27][CH2:26]3)=[C:14]([CH3:15])[C:8]=2[C:7]1=[O:18])[CH3:2]. (3) Given the reactants Br[CH:2]([C:16]1[CH:21]=[CH:20][CH:19]=[CH:18][CH:17]=1)[C:3]([C:5]1[CH:6]=[CH:7][C:8]2[O:13][CH2:12][C:11](=[O:14])[NH:10][C:9]=2[CH:15]=1)=O.[NH2:22][NH:23][C:24]([NH2:26])=[S:25].C([O-])(O)=O.[Na+], predict the reaction product. The product is: [NH2:26][C:24]1[S:25][CH:2]([C:16]2[CH:21]=[CH:20][CH:19]=[CH:18][CH:17]=2)[C:3]([C:5]2[CH:6]=[CH:7][C:8]3[O:13][CH2:12][C:11](=[O:14])[NH:10][C:9]=3[CH:15]=2)=[N:22][N:23]=1. (4) Given the reactants [CH:1]1([C:4]2[CH:8]=[C:7]([CH:9]3[CH2:11][CH2:10]3)[N:6]([C:12]3[CH:17]=[CH:16][C:15]([NH:18][C:19](=[O:26])[C:20]4[CH:25]=[CH:24][N:23]=[CH:22][CH:21]=4)=[CH:14][CH:13]=3)[N:5]=2)[CH2:3][CH2:2]1.C(O)(=O)C1C=CN=CC=1.[ClH:36], predict the reaction product. The product is: [ClH:36].[CH:1]1([C:4]2[CH:8]=[C:7]([CH:9]3[CH2:11][CH2:10]3)[N:6]([C:12]3[CH:13]=[CH:14][C:15]([NH:18][C:19](=[O:26])[C:20]4[CH:25]=[CH:24][N:23]=[CH:22][CH:21]=4)=[CH:16][CH:17]=3)[N:5]=2)[CH2:2][CH2:3]1. (5) Given the reactants C(OC([NH:8][C@@:9]1([C:18]([OH:20])=[O:19])[CH2:11][C@@H:10]1[C:12]1[CH:17]=[CH:16][CH:15]=[CH:14][CH:13]=1)=O)(C)(C)C.[F:21][C:22]([F:27])([F:26])[C:23]([OH:25])=[O:24], predict the reaction product. The product is: [F:21][C:22]([F:27])([F:26])[C:23]([OH:25])=[O:24].[CH2:22]([O:20][C:18]([C@:9]1([NH2:8])[CH2:11][C@@H:10]1[C:12]1[CH:13]=[CH:14][CH:15]=[CH:16][CH:17]=1)=[O:19])[CH3:23].